The task is: Predict the reactants needed to synthesize the given product.. This data is from Full USPTO retrosynthesis dataset with 1.9M reactions from patents (1976-2016). (1) Given the product [CH3:1][O:2][C:3]([C:5]1([CH:13]=[O:14])[CH2:6][CH:7]([CH2:9][CH2:10][CH2:11][CH3:12])[CH2:8]1)=[O:4], predict the reactants needed to synthesize it. The reactants are: [CH3:1][O:2][C:3]([C:5]1([C:13](OC)=[O:14])[CH2:8][CH:7]([CH2:9][CH2:10][CH2:11][CH3:12])[CH2:6]1)=[O:4].[H-].C([Al+]CC(C)C)C(C)C. (2) Given the product [F:10][C:8]1[CH:7]=[CH:6][C:3]2[CH:4]=[C:12]([C:11]([O:15][CH3:16])=[O:14])[S:13][C:2]=2[CH:9]=1, predict the reactants needed to synthesize it. The reactants are: F[C:2]1[CH:9]=[C:8]([F:10])[CH:7]=[CH:6][C:3]=1[CH:4]=O.[C:11]([O:15][CH3:16])(=[O:14])[CH2:12][SH:13].C(N(CC)CC)C. (3) Given the product [Br:1][C:2]1[N:10]([CH2:17][C:16]2[CH:19]=[CH:20][CH:21]=[CH:22][C:15]=2[Cl:14])[C:9]2[C:8](=[O:11])[NH:7][C:6](=[O:12])[N:5]([CH3:13])[C:4]=2[N:3]=1, predict the reactants needed to synthesize it. The reactants are: [Br:1][C:2]1[NH:10][C:9]2[C:8](=[O:11])[NH:7][C:6](=[O:12])[N:5]([CH3:13])[C:4]=2[N:3]=1.[Cl:14][C:15]1[CH:22]=[CH:21][CH:20]=[CH:19][C:16]=1[CH2:17]Br. (4) Given the product [CH3:28][N:2]([CH3:1])[CH2:3][CH2:4][CH2:5][C:6]1[CH:15]=[C:14]2[C:9]([CH:10]=[CH:11][N:12]([C:17]3[CH:18]=[C:19]([CH:24]=[CH:25][C:26]=3[CH3:27])[C:20]([O:22][CH3:23])=[O:21])[C:13]2=[O:16])=[CH:8][CH:7]=1, predict the reactants needed to synthesize it. The reactants are: [CH3:1][N:2]([CH3:28])[CH2:3][C:4]#[C:5][C:6]1[CH:15]=[C:14]2[C:9]([CH:10]=[CH:11][N:12]([C:17]3[CH:18]=[C:19]([CH:24]=[CH:25][C:26]=3[CH3:27])[C:20]([O:22][CH3:23])=[O:21])[C:13]2=[O:16])=[CH:8][CH:7]=1.CO.C(OCC)(=O)C.